Dataset: Reaction yield outcomes from USPTO patents with 853,638 reactions. Task: Predict the reaction yield, written as a fraction of the theoretical maximum amount of product (1.0 means a 100% yield; for example, 0.34 means a 34% yield). (1) The reactants are [F:1][C:2]1[CH:16]=[C:15]([F:17])[CH:14]=[CH:13][C:3]=1[C:4]([CH:6]1[CH2:11][CH2:10][NH:9][C:8](=O)[CH2:7]1)=[O:5].[BH4-].[Na+].[CH2:20]([NH2:23])[CH2:21][NH2:22]. The catalyst is C1C=CC=CC=1. The product is [F:1][C:2]1[CH:16]=[C:15]([F:17])[CH:14]=[CH:13][C:3]=1[C:4]([CH:6]1[CH2:11][CH2:10][N:9]([NH:22][CH2:21][CH2:20][NH2:23])[CH2:8][CH2:7]1)=[O:5]. The yield is 0.380. (2) The reactants are I[C:2]1[CH:3]=[C:4]([C:8]2[CH:13]=[CH:12][CH:11]=[CH:10][CH:9]=2)[CH:5]=[CH:6][CH:7]=1.[C:14](=[O:17])([O-])O.[Na+].[CH3:19][CH2:20]OC(C)=O. The catalyst is [Cl-].C([N+](CCCC)(CCCC)CCCC)CCC.CN(C=O)C.C([O-])(=O)C.[Pd+2].C([O-])(=O)C. The product is [C:4]1([C:8]2[CH:13]=[CH:12][CH:11]=[CH:10][CH:9]=2)[CH:5]=[CH:6][CH:7]=[C:2]([CH2:19][CH2:20][CH:14]=[O:17])[CH:3]=1. The yield is 0.830. (3) The reactants are C([O:3][C:4](=[O:19])[C:5]([OH:18])([CH3:17])[C:6]([NH:8][CH2:9][C:10]([F:16])([F:15])[C:11]([F:14])([F:13])[F:12])=[O:7])C.[OH-].[Li+]. The catalyst is O1CCCC1.O. The product is [OH:18][C:5]([CH3:17])([C:6]([NH:8][CH2:9][C:10]([F:15])([F:16])[C:11]([F:12])([F:14])[F:13])=[O:7])[C:4]([OH:19])=[O:3]. The yield is 0.940. (4) The reactants are ClC(Cl)(Cl)C([C:5]1[N:9]2[C:10]([CH2:14][N:15]([C:27](OC(C)(C)C)=[O:28])[CH2:16][CH2:17][CH2:18][CH2:19][NH:20][C:21](=[O:26])[C:22]([F:25])([F:24])[F:23])=[CH:11][CH:12]=[CH:13][C:8]2=[N:7][CH:6]=1)=O.Cl. The catalyst is C(O)C. The product is [F:24][C:22]([F:25])([F:23])[C:21]([NH:20][CH2:19][CH2:18][CH2:17][CH2:16][N:15]1[CH2:14][C:10]2[N:9]3[C:5](=[CH:6][N:7]=[C:8]3[CH:13]=[CH:12][CH:11]=2)[C:27]1=[O:28])=[O:26]. The yield is 0.759. (5) The reactants are [C:1]([O:5][C:6]([NH:8][CH:9]([CH2:13][CH2:14][C:15]([F:18])([F:17])[F:16])[C:10](O)=[O:11])=[O:7])([CH3:4])([CH3:3])[CH3:2].CN1CCOCC1.ClC(OCC(C)C)=O.[BH4-].[Na+]. The catalyst is C1COCC1.O.C(OCC)(=O)C. The product is [F:16][C:15]([F:17])([F:18])[CH2:14][CH2:13][CH:9]([NH:8][C:6](=[O:7])[O:5][C:1]([CH3:2])([CH3:3])[CH3:4])[CH2:10][OH:11]. The yield is 0.840. (6) The reactants are [CH3:1][S:2][C:3]1[N:11]=[C:10]2[C:6]([N:7]=[CH:8][N:9]2[C@@H:12]2[O:24][C@H:23]([CH2:25][O:26]C(=O)C)[C@@H:18]([O:19]C(=O)C)[C@H:13]2[O:14]C(=O)C)=[C:5](Cl)[N:4]=1.[C:31]1([CH2:37][CH2:38][NH2:39])[CH:36]=[CH:35][CH:34]=[CH:33][CH:32]=1. No catalyst specified. The product is [CH3:1][S:2][C:3]1[N:11]=[C:10]2[C:6]([N:7]=[CH:8][N:9]2[C@@H:12]2[O:24][C@H:23]([CH2:25][OH:26])[C@@H:18]([OH:19])[C@H:13]2[OH:14])=[C:5]([NH:39][CH2:38][CH2:37][C:31]2[CH:36]=[CH:35][CH:34]=[CH:33][CH:32]=2)[N:4]=1. The yield is 0.850. (7) The reactants are [CH2:1]([NH2:4])[C:2]#[CH:3].[F:5][C:6]([F:17])([F:16])[C:7]1[CH:8]=[C:9]([CH:13]=[CH:14][CH:15]=1)[C:10](Cl)=[O:11]. The catalyst is C(Cl)Cl. The product is [CH2:1]([NH:4][C:10](=[O:11])[C:9]1[CH:13]=[CH:14][CH:15]=[C:7]([C:6]([F:5])([F:16])[F:17])[CH:8]=1)[C:2]#[CH:3]. The yield is 0.960. (8) The reactants are [NH2:1][C:2]1[N:3]([CH3:22])[C:4](=[O:21])[C@:5]2([N:20]=1)[C:14]1[CH:13]=[C:12](Br)[CH:11]=[CH:10][C:9]=1[O:8][C@H:7]1[CH2:16][CH2:17][CH2:18][O:19][C@H:6]21.[F:23][C:24]1[C:29](B(O)O)=[CH:28][CH:27]=[CH:26][N:25]=1.C(=O)([O-])[O-].[K+].[K+]. The catalyst is O1CCOCC1.C1C=CC([P]([Pd]([P](C2C=CC=CC=2)(C2C=CC=CC=2)C2C=CC=CC=2)([P](C2C=CC=CC=2)(C2C=CC=CC=2)C2C=CC=CC=2)[P](C2C=CC=CC=2)(C2C=CC=CC=2)C2C=CC=CC=2)(C2C=CC=CC=2)C2C=CC=CC=2)=CC=1. The product is [NH2:1][C:2]1[N:3]([CH3:22])[C:4](=[O:21])[C@:5]2([N:20]=1)[C:14]1[CH:13]=[C:12]([C:29]3[C:24]([F:23])=[N:25][CH:26]=[CH:27][CH:28]=3)[CH:11]=[CH:10][C:9]=1[O:8][C@H:7]1[CH2:16][CH2:17][CH2:18][O:19][C@H:6]21. The yield is 0.0770. (9) The reactants are CO[C:3]([C:5]1[S:9][C:8](/[CH:10]=[CH:11]/[C:12]2[C:13]([CH2:18][CH2:19][CH2:20][CH3:21])=[N:14][O:15][C:16]=2[CH3:17])=[N:7][C:6]=1[CH3:22])=[O:4].[NH2:23][CH:24]1[CH2:28][CH2:27][O:26][CH2:25]1. No catalyst specified. The product is [O:26]1[CH2:27][CH2:28][CH:24]([NH:23][C:3]([C:5]2[S:9][C:8](/[CH:10]=[CH:11]/[C:12]3[C:13]([CH2:18][CH2:19][CH2:20][CH3:21])=[N:14][O:15][C:16]=3[CH3:17])=[N:7][C:6]=2[CH3:22])=[O:4])[CH2:25]1. The yield is 0.460. (10) No catalyst specified. The yield is 0.120. The reactants are C(OC([N:8]1[CH2:13][CH2:12][N:11]([C:14]2[CH:19]=[CH:18][CH:17]=[C:16]([CH2:20][N:21]3[C:25]4=[N:26][C:27]([NH:30][C:31]5[CH:32]=[N:33][N:34]([CH3:36])[CH:35]=5)=[N:28][CH:29]=[C:24]4[CH:23]=[N:22]3)[CH:15]=2)[CH2:10][CH2:9]1)=O)(C)(C)C.C(O)(C(F)(F)F)=O.C(Cl)Cl. The product is [CH3:36][N:34]1[CH:35]=[C:31]([NH:30][C:27]2[N:26]=[C:25]3[N:21]([CH2:20][C:16]4[CH:17]=[CH:18][CH:19]=[C:14]([N:11]5[CH2:12][CH2:13][NH:8][CH2:9][CH2:10]5)[CH:15]=4)[N:22]=[CH:23][C:24]3=[CH:29][N:28]=2)[CH:32]=[N:33]1.